Dataset: Catalyst prediction with 721,799 reactions and 888 catalyst types from USPTO. Task: Predict which catalyst facilitates the given reaction. Reactant: [CH:1]1([NH:6][C:7]2[CH:12]=[CH:11][C:10]([C:13]([OH:26])([C:18]#[C:19][C:20]3[CH:25]=[CH:24][CH:23]=[CH:22][CH:21]=3)[C:14]([F:17])([F:16])[F:15])=[CH:9][CH:8]=2)[CH2:5][CH2:4][CH2:3][CH2:2]1.[Cl:27][C:28]1[CH:33]=[CH:32][C:31]([Cl:34])=[CH:30][C:29]=1[S:35](Cl)(=[O:37])=[O:36]. Product: [Cl:27][C:28]1[CH:33]=[CH:32][C:31]([Cl:34])=[CH:30][C:29]=1[S:35]([N:6]([CH:1]1[CH2:2][CH2:3][CH2:4][CH2:5]1)[C:7]1[CH:12]=[CH:11][C:10]([C:13]([OH:26])([C:14]([F:16])([F:17])[F:15])[C:18]#[C:19][C:20]2[CH:21]=[CH:22][CH:23]=[CH:24][CH:25]=2)=[CH:9][CH:8]=1)(=[O:37])=[O:36]. The catalyst class is: 17.